This data is from TCR-epitope binding with 47,182 pairs between 192 epitopes and 23,139 TCRs. The task is: Binary Classification. Given a T-cell receptor sequence (or CDR3 region) and an epitope sequence, predict whether binding occurs between them. (1) The epitope is VVYRGTTTY. The TCR CDR3 sequence is CASTKDLSGNTIYF. Result: 0 (the TCR does not bind to the epitope). (2) The epitope is PROT_97E67BCC. The TCR CDR3 sequence is CASSQVILGGDGANTGELFF. Result: 0 (the TCR does not bind to the epitope).